This data is from Full USPTO retrosynthesis dataset with 1.9M reactions from patents (1976-2016). The task is: Predict the reactants needed to synthesize the given product. (1) Given the product [Cl:30][C:21]1[N:22]=[C:23]([CH2:25][O:26][CH3:27])[S:24][C:20]=1[C:19]1[C:18]([CH3:28])=[N:17][N:16]2[C:11]([CH:8]([CH2:9][CH3:10])[CH2:6][CH3:7])=[CH:12][C:13]([CH3:29])=[N:14][C:15]=12, predict the reactants needed to synthesize it. The reactants are: C([Li])CCC.[CH2:6]([CH:8]([C:11]1[N:16]2[N:17]=[C:18]([CH3:28])[C:19]([C:20]3[S:24][C:23]([CH2:25][O:26][CH3:27])=[N:22][CH:21]=3)=[C:15]2[N:14]=[C:13]([CH3:29])[CH:12]=1)[CH2:9][CH3:10])[CH3:7].[Cl:30]N1C(=O)CCC1=O.[Cl-].[NH4+]. (2) Given the product [NH2:1][C:2]1[C:7]2=[C:8]([C:15]3[CH:20]=[CH:19][C:18]([NH:21][C:22]([NH:24][C:25]4[CH:30]=[C:29]([C:31]([F:32])([F:33])[F:34])[CH:28]=[CH:27][C:26]=4[F:35])=[O:23])=[C:17]([F:36])[CH:16]=3)[CH:9]=[C:10]([CH:11]([OH:14])[CH2:12][OH:13])[N:6]2[N:5]=[CH:4][N:3]=1, predict the reactants needed to synthesize it. The reactants are: [NH2:1][C:2]1[C:7]2=[C:8]([C:15]3[CH:20]=[CH:19][C:18]([NH:21][C:22]([NH:24][C:25]4[CH:30]=[C:29]([C:31]([F:34])([F:33])[F:32])[CH:28]=[CH:27][C:26]=4[F:35])=[O:23])=[C:17]([F:36])[CH:16]=3)[CH:9]=[C:10]([C:11](=[O:14])[CH2:12][OH:13])[N:6]2[N:5]=[CH:4][N:3]=1.CC(C[AlH]CC(C)C)C. (3) Given the product [CH3:23][O:24][C:25](=[O:36])[CH:26]([C:27]1[CH:32]=[CH:31][C:30]([O:33][CH3:34])=[CH:29][C:28]=1[Cl:35])[C:20]([C:18]1[CH:17]=[CH:16][N:15]=[C:14]([CH3:13])[CH:19]=1)=[O:22], predict the reactants needed to synthesize it. The reactants are: C(N1C=CN=C1)(N1C=CN=C1)=O.[CH3:13][C:14]1[CH:19]=[C:18]([C:20]([OH:22])=O)[CH:17]=[CH:16][N:15]=1.[CH3:23][O:24][C:25](=[O:36])[CH2:26][C:27]1[CH:32]=[CH:31][C:30]([O:33][CH3:34])=[CH:29][C:28]=1[Cl:35].[H-].[Na+].[NH4+].[Cl-]. (4) Given the product [C:15]([O:19][C:20](=[O:23])[CH2:21][N:5]1[CH:6]=[CH:7][N:8]=[C:4]1[N+:1]([O-:3])=[O:2])([CH3:18])([CH3:17])[CH3:16], predict the reactants needed to synthesize it. The reactants are: [N+:1]([C:4]1[NH:5][CH:6]=[CH:7][N:8]=1)([O-:3])=[O:2].C(=O)([O-])[O-].[K+].[K+].[C:15]([O:19][C:20](=[O:23])[CH2:21]Br)([CH3:18])([CH3:17])[CH3:16]. (5) Given the product [Cl:12][C:13]1[N+:18]([O-:9])=[C:17]2[CH2:19][CH2:20][CH2:21][C:16]2=[CH:15][CH:14]=1, predict the reactants needed to synthesize it. The reactants are: ClC1C=CC=C(C(OO)=[O:9])C=1.[Cl:12][C:13]1[N:18]=[C:17]2[CH2:19][CH2:20][CH2:21][C:16]2=[CH:15][CH:14]=1. (6) Given the product [CH2:14]([O:15][C@H:16]1[O:33][C@H:10]2[C@@H:11]([O:25][CH:1]([C:2]3[CH:3]=[CH:4][CH:5]=[CH:6][CH:7]=3)[O:8][CH2:9]2)[C@H:12]([OH:13])[C@@H:17]1[O:18][CH2:58][C:57]1[CH:41]=[CH:40][CH:39]=[CH:60][CH:56]=1)[C:19]1[CH:20]=[CH:21][CH:22]=[CH:23][CH:24]=1, predict the reactants needed to synthesize it. The reactants are: [CH2:1]([O:8][C@H:9]1[O:18][C@H:17]2[C@@H:12]([O:13][CH:14]([C:19]3[CH:24]=[CH:23][CH:22]=[CH:21][CH:20]=3)[O:15][CH2:16]2)[C@H:11]([O:25][Si](C(C)(C)C)(C)C)[C@@H:10]1[OH:33])[C:2]1[CH:7]=[CH:6][CH:5]=[CH:4][CH:3]=1.CC(O)=O.[F-].[CH2:39]([N+](CCCC)(CCCC)CCCC)[CH2:40][CH2:41]C.[CH2:56]1[CH2:60]O[CH2:58][CH2:57]1. (7) Given the product [C:1]([O:5][C:6](=[O:15])[NH:7][C:8]1[CH:9]=[CH:10][C:11]([O:14][CH2:22][C:23]2[CH:28]=[CH:27][CH:26]=[CH:25][CH:24]=2)=[CH:12][CH:13]=1)([CH3:4])([CH3:2])[CH3:3], predict the reactants needed to synthesize it. The reactants are: [C:1]([O:5][C:6](=[O:15])[NH:7][C:8]1[CH:13]=[CH:12][C:11]([OH:14])=[CH:10][CH:9]=1)([CH3:4])([CH3:3])[CH3:2].C(=O)([O-])[O-].[K+].[K+].[CH2:22](Br)[C:23]1[CH:28]=[CH:27][CH:26]=[CH:25][CH:24]=1.O. (8) Given the product [C:1]([O:5][C:6](=[O:34])[NH:7][C:8]([C:10]1[S:11][C:12]([S:32][CH3:33])=[C:13]([S:15]([C:18]2[CH:19]=[C:20]([C:24]3[C:25]([NH:31][C:37](=[O:38])[CH:36]([Br:35])[CH3:40])=[CH:26][CH:27]=[CH:28][C:29]=3[CH3:30])[CH:21]=[CH:22][CH:23]=2)(=[O:17])=[O:16])[CH:14]=1)=[NH:9])([CH3:4])([CH3:3])[CH3:2], predict the reactants needed to synthesize it. The reactants are: [C:1]([O:5][C:6](=[O:34])[NH:7][C:8]([C:10]1[S:11][C:12]([S:32][CH3:33])=[C:13]([S:15]([C:18]2[CH:19]=[C:20]([C:24]3[C:29]([CH3:30])=[CH:28][CH:27]=[CH:26][C:25]=3[NH2:31])[CH:21]=[CH:22][CH:23]=2)(=[O:17])=[O:16])[CH:14]=1)=[NH:9])([CH3:4])([CH3:3])[CH3:2].[Br:35][CH:36]([CH3:40])[C:37](Br)=[O:38].CCN(CC)CC.CCOC(C)=O.